Dataset: Catalyst prediction with 721,799 reactions and 888 catalyst types from USPTO. Task: Predict which catalyst facilitates the given reaction. (1) Reactant: [Br:1][C:2]1[C:3]([Cl:10])=[CH:4][C:5]([CH3:9])=[C:6]([CH:8]=1)[NH2:7].[N:11]([O-])=O.[Na+]. Product: [Br:1][C:2]1[CH:8]=[C:6]2[C:5]([CH:9]=[N:11][NH:7]2)=[CH:4][C:3]=1[Cl:10]. The catalyst class is: 86. (2) The catalyst class is: 120. Product: [Cl:1][C:2]1[CH:3]=[C:4]([CH2:14][C:15]2[O:19][C:18]([C:20]([Cl:26])=[O:22])=[CH:17][CH:16]=2)[C:5]2[O:9][C:8]([CH:10]([CH3:12])[CH3:11])=[CH:7][C:6]=2[CH:13]=1. Reactant: [Cl:1][C:2]1[CH:3]=[C:4]([CH2:14][C:15]2[O:19][C:18]([C:20]([OH:22])=O)=[CH:17][CH:16]=2)[C:5]2[O:9][C:8]([CH:10]([CH3:12])[CH3:11])=[CH:7][C:6]=2[CH:13]=1.C(Cl)(=O)C([Cl:26])=O. (3) Product: [OH:1][C:2]1[CH:3]=[C:4]([C:9]2[O:10][C:11]3[C:16]([C:17](=[O:20])[C:18]=2[O:19][CH2:34][P:35](=[O:36])([O:40][CH2:41][CH3:42])[O:37][CH2:38][CH3:39])=[CH:15][CH:14]=[CH:13][CH:12]=3)[CH:5]=[CH:6][C:7]=1[OH:8]. Reactant: [OH:1][C:2]1[CH:3]=[C:4]([C:9]2[O:10][C:11]3[C:16]([C:17](=[O:20])[C:18]=2[OH:19])=[CH:15][CH:14]=[CH:13][CH:12]=3)[CH:5]=[CH:6][C:7]=1[OH:8].[H-].[Na+].ClC1C=CC(S(O[CH2:34][P:35]([O:40][CH2:41][CH3:42])([O:37][CH2:38][CH3:39])=[O:36])(=O)=O)=CC=1.Cl. The catalyst class is: 58. (4) Product: [ClH:27].[N:1]1([CH2:7][CH2:8][NH:9][C:10]([C:12]2[NH:13][C:14]([CH:17]=[C:18]3[C:26]4[C:25]([NH:45][C:41]5[CH:40]=[C:39]6[C:44](=[CH:43][CH:42]=5)[N:36]([CH2:29][C:30]5[CH:31]=[CH:32][CH:33]=[CH:34][CH:35]=5)[CH:37]=[CH:38]6)=[N:24][CH:23]=[N:22][C:21]=4[NH:20][C:19]3=[O:28])=[CH:15][CH:16]=2)=[O:11])[CH2:6][CH2:5][O:4][CH2:3][CH2:2]1. The catalyst class is: 270. Reactant: [N:1]1([CH2:7][CH2:8][NH:9][C:10]([C:12]2[NH:13][C:14]([CH:17]=[C:18]3[C:26]4[C:25]([Cl:27])=[N:24][CH:23]=[N:22][C:21]=4[NH:20][C:19]3=[O:28])=[CH:15][CH:16]=2)=[O:11])[CH2:6][CH2:5][O:4][CH2:3][CH2:2]1.[CH2:29]([N:36]1[C:44]2[C:39](=[CH:40][C:41]([NH2:45])=[CH:42][CH:43]=2)[CH:38]=[CH:37]1)[C:30]1[CH:35]=[CH:34][CH:33]=[CH:32][CH:31]=1.C1(C)C=CC(S(O)(=O)=O)=CC=1. (5) Reactant: [CH3:1][C@H:2]([C:15]([OH:17])=[O:16])[C:3]1[CH:4]=[CH:5][C:6]2[CH:7]=[C:8]([O:13][CH3:14])[CH:9]=[CH:10][C:11]=2[CH:12]=1.[Cs].C[C@H](C(O)=O)C1C=C[C:24]2[CH:25]=[C:26]([O:31]C)C=CC=2C=1.[C:36](=[O:39])([O-])[O-:37].[Cs+].[Cs+].[CH3:42]N(C=O)C. Product: [CH3:14][O:13][C:8]1[CH:7]=[C:6]2[C:11](=[CH:10][CH:9]=1)[CH:12]=[C:3]([C@H:2]([CH3:1])[C:15]([O:17][CH2:42][C:36]([O:37][CH2:24][CH2:25][CH2:26][OH:31])=[O:39])=[O:16])[CH:4]=[CH:5]2. The catalyst class is: 2. (6) Reactant: [Cl:1][C:2]1[CH:9]=[C:8](F)[CH:7]=[CH:6][C:3]=1[C:4]#[N:5].Cl.[CH:12]12[NH:19][CH:16]([CH2:17][CH2:18]1)[CH2:15][CH2:14][CH2:13]2.C(N(CC)C(C)C)(C)C. Product: [CH:16]12[N:19]([C:8]3[CH:7]=[CH:6][C:3]([C:4]#[N:5])=[C:2]([Cl:1])[CH:9]=3)[CH:12]([CH2:18][CH2:17]1)[CH2:13][CH2:14][CH2:15]2. The catalyst class is: 16. (7) The catalyst class is: 261. Reactant: C([N:8]1[CH2:12][C@@H:11]([C:13]2[CH:18]=[CH:17][C:16]([F:19])=[CH:15][C:14]=2[F:20])[C@H:10]([C:21]([O:23][CH3:24])=[O:22])[CH2:9]1)C1C=CC=CC=1.CC1CC=CCC=1.[C:40](O[C:40]([O:42][C:43]([CH3:46])([CH3:45])[CH3:44])=[O:41])([O:42][C:43]([CH3:46])([CH3:45])[CH3:44])=[O:41]. Product: [F:20][C:14]1[CH:15]=[C:16]([F:19])[CH:17]=[CH:18][C:13]=1[C@@H:11]1[CH2:12][N:8]([C:40]([O:42][C:43]([CH3:44])([CH3:45])[CH3:46])=[O:41])[CH2:9][C@H:10]1[C:21]([O:23][CH3:24])=[O:22]. (8) Reactant: [OH:1][CH2:2][C@@H:3]1[CH2:8][CH2:7][C@H:6]([CH3:9])[CH2:5][N:4]1C(OC(C)(C)C)=O.[H-].[Na+].Cl[C:20]1[CH:25]=[CH:24][C:23]([C:26]([F:29])([F:28])[F:27])=[CH:22][N:21]=1.C([O-])(O)=O.[Na+].C(O)(C(F)(F)F)=O. Product: [CH3:9][C@@H:6]1[CH2:5][NH:4][C@H:3]([CH2:2][O:1][C:20]2[CH:25]=[CH:24][C:23]([C:26]([F:29])([F:28])[F:27])=[CH:22][N:21]=2)[CH2:8][CH2:7]1. The catalyst class is: 76.